From a dataset of Forward reaction prediction with 1.9M reactions from USPTO patents (1976-2016). Predict the product of the given reaction. (1) Given the reactants [Cl:1][C:2]1[N:3]=[C:4]([N:13]2[CH2:18][CH2:17][O:16][CH2:15][CH2:14]2)[C:5]2[N:11]=[C:10](Cl)[CH:9]=[CH:8][C:6]=2[N:7]=1.[F:19][C:20]1[C:25](B2OC(C)(C)C(C)(C)O2)=[CH:24][CH:23]=[CH:22][C:21]=1[NH:35][S:36]([CH2:39][CH2:40][CH3:41])(=[O:38])=[O:37].C(=O)([O-])[O-].[K+].[K+], predict the reaction product. The product is: [Cl:1][C:2]1[N:3]=[C:4]([N:13]2[CH2:18][CH2:17][O:16][CH2:15][CH2:14]2)[C:5]2[N:11]=[C:10]([C:25]3[C:20]([F:19])=[C:21]([NH:35][S:36]([CH2:39][CH2:40][CH3:41])(=[O:37])=[O:38])[CH:22]=[CH:23][CH:24]=3)[CH:9]=[CH:8][C:6]=2[N:7]=1. (2) Given the reactants CC(OC(=O)[NH:7][CH2:8][C:9]([NH:11][C:12]1[S:13][C:14]2[CH:20]=[C:19]([S:21][C:22]3[N:26]4[CH:27]=[CH:28][CH:29]=[N:30][C:25]4=[N:24][CH:23]=3)[CH:18]=[CH:17][C:15]=2[N:16]=1)=[O:10])(C)C.[ClH:32], predict the reaction product. The product is: [ClH:32].[ClH:32].[N:24]1[CH:23]=[C:22]([S:21][C:19]2[CH:18]=[CH:17][C:15]3[N:16]=[C:12]([NH:11][C:9](=[O:10])[CH2:8][NH2:7])[S:13][C:14]=3[CH:20]=2)[N:26]2[CH:27]=[CH:28][CH:29]=[N:30][C:25]=12. (3) Given the reactants [C:1]([C:3]1([C:7]2[CH:8]=[C:9]([CH:13]=[CH:14][CH:15]=2)[C:10]([OH:12])=O)[CH2:6][CH2:5][CH2:4]1)#[N:2].C(Cl)(=O)C(Cl)=O.O1CCCC1.[NH2:27][C:28]1[CH:29]=[C:30]([CH:47]=[CH:48][CH:49]=1)[O:31][C:32]1[CH:33]=[CH:34][C:35]2[N:36]([CH:38]=[C:39]([NH:41][C:42]([CH:44]3[CH2:46][CH2:45]3)=[O:43])[N:40]=2)[N:37]=1, predict the reaction product. The product is: [C:1]([C:3]1([C:7]2[CH:8]=[C:9]([CH:13]=[CH:14][CH:15]=2)[C:10]([NH:27][C:28]2[CH:49]=[CH:48][CH:47]=[C:30]([O:31][C:32]3[CH:33]=[CH:34][C:35]4[N:36]([CH:38]=[C:39]([NH:41][C:42]([CH:44]5[CH2:45][CH2:46]5)=[O:43])[N:40]=4)[N:37]=3)[CH:29]=2)=[O:12])[CH2:4][CH2:5][CH2:6]1)#[N:2]. (4) Given the reactants [CH2:1]([N:8]([CH2:25][C:26]1[CH:31]=[CH:30][CH:29]=[CH:28][CH:27]=1)[C:9]1[N:14]=[C:13]([C:15](OC)=[O:16])[C:12]([CH2:19][CH2:20]C(OC)=O)=[CH:11][CH:10]=1)[C:2]1[CH:7]=[CH:6][CH:5]=[CH:4][CH:3]=1.[H-].[Na+], predict the reaction product. The product is: [CH2:1]([N:8]([CH2:25][C:26]1[CH:27]=[CH:28][CH:29]=[CH:30][CH:31]=1)[C:9]1[N:14]=[C:13]2[C:15](=[O:16])[CH2:20][CH2:19][C:12]2=[CH:11][CH:10]=1)[C:2]1[CH:3]=[CH:4][CH:5]=[CH:6][CH:7]=1. (5) Given the reactants [NH:1](C(OC(C)(C)C)=O)[C@H:2]([C:8]([O:10]C(C)(C)C)=[O:9])[CH2:3][CH2:4][C:5](=[O:7])O.CN(C(ON1N=NC2C=CC=NC1=2)=[N+](C)C)C.F[P-](F)(F)(F)(F)F.C1C=NC2N(O)N=NC=2C=1.[S:56]([C:60]1[CH:61]=[C:62]([CH:64]=[CH:65][CH:66]=1)[NH2:63])([OH:59])(=[O:58])=[O:57], predict the reaction product. The product is: [S:56]([C:60]1[CH:61]=[C:62]([NH:63][C:5](=[O:7])[CH2:4][CH2:3][C@@H:2]([C:8]([OH:10])=[O:9])[NH2:1])[CH:64]=[CH:65][CH:66]=1)([OH:59])(=[O:58])=[O:57]. (6) The product is: [CH3:12][N:13]([C:2]1[CH:7]=[CH:6][C:5]([C:8]([F:11])([F:10])[F:9])=[CH:4][CH:3]=1)[CH2:14][CH2:15][NH:16][CH3:17]. Given the reactants Br[C:2]1[CH:7]=[CH:6][C:5]([C:8]([F:11])([F:10])[F:9])=[CH:4][CH:3]=1.[CH3:12][NH:13][CH2:14][CH2:15][NH:16][CH3:17].C1C=CC(P(C2C(C3C(P(C4C=CC=CC=4)C4C=CC=CC=4)=CC=C4C=3C=CC=C4)=C3C(C=CC=C3)=CC=2)C2C=CC=CC=2)=CC=1.CC(C)([O-])C.[Na+], predict the reaction product. (7) Given the reactants C([O:3][C:4]([C@@:6]1([NH:11][C:12]([C@@H:14]2[CH2:18][C@@H:17]([O:19][C:20]3[C:29]4[C:24](=[CH:25][C:26]([O:30][CH3:31])=[CH:27][CH:28]=4)[N:23]=[C:22]([C:32]4[CH:37]=[CH:36][CH:35]=[CH:34][CH:33]=4)[CH:21]=3)[CH2:16][C@H:15]2[C:38](=[O:53])[NH:39][C@H:40]([C:45](=[O:52])[NH:46][CH:47]2[CH2:51][CH2:50][CH2:49][CH2:48]2)[C:41]([CH3:44])([CH3:43])[CH3:42])=[O:13])[CH2:8][C@H:7]1[CH:9]=[CH2:10])=[O:5])C.[Li+].[OH-], predict the reaction product. The product is: [CH:47]1([NH:46][C:45]([C@@H:40]([NH:39][C:38]([C@@H:15]2[CH2:16][C@H:17]([O:19][C:20]3[C:29]4[C:24](=[CH:25][C:26]([O:30][CH3:31])=[CH:27][CH:28]=4)[N:23]=[C:22]([C:32]4[CH:37]=[CH:36][CH:35]=[CH:34][CH:33]=4)[CH:21]=3)[CH2:18][C@H:14]2[C:12]([NH:11][C@:6]2([C:4]([OH:5])=[O:3])[CH2:8][C@H:7]2[CH:9]=[CH2:10])=[O:13])=[O:53])[C:41]([CH3:44])([CH3:42])[CH3:43])=[O:52])[CH2:51][CH2:50][CH2:49][CH2:48]1. (8) Given the reactants C([N:5]1[C:9]2=[N:10][CH:11]=[N:12][C:13]([NH2:14])=[C:8]2[C:7]([C:15]2[CH:20]=[CH:19][CH:18]=[C:17]([O:21][CH2:22][C:23]3[C:28]([Cl:29])=[CH:27][CH:26]=[CH:25][C:24]=3[Cl:30])[CH:16]=2)=[N:6]1)(C)(C)C, predict the reaction product. The product is: [Cl:29][C:28]1[CH:27]=[CH:26][CH:25]=[C:24]([Cl:30])[C:23]=1[CH2:22][O:21][C:17]1[CH:16]=[C:15]([C:7]2[C:8]3[C:9](=[N:10][CH:11]=[N:12][C:13]=3[NH2:14])[NH:5][N:6]=2)[CH:20]=[CH:19][CH:18]=1. (9) Given the reactants N[C@H:2]1[CH2:6][CH2:5]N(C2C=CC3CCN(C(OC(C)(C)C)=O)CCC=3C=2)[C:3]1=O.[Cl:26]C1C=C2C(=CC=1)C=C(S(Cl)(=O)=O)C=C2.[Cl:41][C:42]1S[C:45](/[CH:47]=[CH:48]/[S:49]([NH:52][C@H:53]2[CH2:57][CH2:56][N:55]([C:58]3[CH:59]=[CH:60][C:61]4[CH2:67][N:66](C(OC(C)(C)C)=O)[CH2:65][CH2:64][CH2:63][C:62]=4[CH:75]=3)[C:54]2=[O:76])(=[O:51])=[O:50])=[CH:44][CH:43]=1, predict the reaction product. The product is: [ClH:26].[Cl:41][C:42]1[CH:3]=[C:2]2[C:45](=[CH:44][CH:43]=1)[CH:47]=[C:48]([S:49]([NH:52][C@H:53]1[CH2:57][CH2:56][N:55]([C:58]3[CH:59]=[CH:60][C:63]4[CH2:64][CH2:65][NH:66][CH2:67][CH2:61][C:62]=4[CH:75]=3)[C:54]1=[O:76])(=[O:50])=[O:51])[CH:5]=[CH:6]2.